This data is from Reaction yield outcomes from USPTO patents with 853,638 reactions. The task is: Predict the reaction yield, written as a fraction of the theoretical maximum amount of product (1.0 means a 100% yield; for example, 0.34 means a 34% yield). The reactants are [C:1](O)(=O)C.[Cl:5][C:6]1[C:29]([Cl:30])=[CH:28][CH:27]=[CH:26][C:7]=1[CH2:8][C:9]1[C:10]([CH3:25])=[N:11][N:12]2[C:17](=[O:18])[CH:16]=[C:15]([C:19]3[CH:24]=[CH:23][N:22]=[CH:21][CH:20]=3)[NH:14][C:13]=12.[CH3:31][Si](C=[N+]=[N-])(C)C. The catalyst is ClCCl.CO. The product is [Cl:5][C:6]1[C:29]([Cl:30])=[CH:28][CH:27]=[CH:26][C:7]=1[CH2:8][C:9]1[C:13]2=[N:14][C:15]([C:19]3[CH:24]=[CH:23][N:22]=[CH:21][CH:20]=3)=[CH:16][C:17](=[O:18])[N:12]2[N:11]([CH3:1])[C:10]=1[CH3:25].[Cl:5][C:6]1[C:29]([Cl:30])=[CH:28][CH:27]=[CH:26][C:7]=1[CH2:8][C:9]1[C:10]([CH3:25])=[N:11][N:12]2[C:17]([O:18][CH3:31])=[CH:16][C:15]([C:19]3[CH:24]=[CH:23][N:22]=[CH:21][CH:20]=3)=[N:14][C:13]=12. The yield is 0.400.